From a dataset of Forward reaction prediction with 1.9M reactions from USPTO patents (1976-2016). Predict the product of the given reaction. (1) Given the reactants [C:1]([C:5]1[C:14]2[CH:13]=[C:12](/[C:15](/[CH2:23][CH3:24])=[C:16](/[F:22])\[C:17](OCC)=[O:18])[C:11]([O:25][CH2:26][CH3:27])=[CH:10][C:9]=2[C:8]([CH3:29])([CH3:28])[CH2:7][CH:6]=1)([CH3:4])([CH3:3])[CH3:2].[H-].C([Al+]CC(C)C)C(C)C, predict the reaction product. The product is: [C:1]([C:5]1[C:14]2[CH:13]=[C:12](/[C:15](/[CH2:23][CH3:24])=[C:16](/[F:22])\[CH2:17][OH:18])[C:11]([O:25][CH2:26][CH3:27])=[CH:10][C:9]=2[C:8]([CH3:28])([CH3:29])[CH2:7][CH:6]=1)([CH3:4])([CH3:2])[CH3:3]. (2) Given the reactants ClC1N=C([C:8]2[N:13]=[C:12]([N:14]3[C:18]([CH3:19])=[CH:17][C:16]([CH3:20])=[N:15]3)[N:11]=[C:10]([NH:21][C:22](=[O:24])[CH3:23])[CH:9]=2)C=CC=1.[Br:25][C:26]1[CH:27]=[N:28][CH:29]=[C:30](B(O)O)[CH:31]=1.CO, predict the reaction product. The product is: [Br:25][C:26]1[CH:31]=[C:30]([C:8]2[N:13]=[C:12]([N:14]3[C:18]([CH3:19])=[CH:17][C:16]([CH3:20])=[N:15]3)[N:11]=[C:10]([NH:21][C:22](=[O:24])[CH3:23])[CH:9]=2)[CH:29]=[N:28][CH:27]=1. (3) Given the reactants Cl[Si](C)(C)[CH3:3].[CH3:6][CH:7](O)[CH2:8][CH2:9][CH:10]([N+:12]([O-:14])=[O:13])C.[I-:16].[Na+], predict the reaction product. The product is: [I:16][CH:10]([N+:12]([O-:14])=[O:13])[CH2:9][CH2:8][CH:7]([CH3:6])[CH3:3]. (4) Given the reactants [Cl:1][C:2]1[CH:7]=[CH:6][C:5]([C:8]2[N:13]=[C:12](Cl)[C:11]([Cl:15])=[C:10]([C:16]([O:18][CH3:19])=[O:17])[N:9]=2)=[C:4]([F:20])[C:3]=1[O:21][CH3:22].[CH2:23]([NH2:26])[CH:24]=[CH2:25].C(N(CC)CC)C.O, predict the reaction product. The product is: [Cl:15][C:11]1[C:12]([NH:26][CH2:23][CH:24]=[CH2:25])=[N:13][C:8]([C:5]2[CH:6]=[CH:7][C:2]([Cl:1])=[C:3]([O:21][CH3:22])[C:4]=2[F:20])=[N:9][C:10]=1[C:16]([O:18][CH3:19])=[O:17]. (5) Given the reactants Br[C:2]1[C:3]([N:19]([CH3:24])[S:20]([CH3:23])(=[O:22])=[O:21])=[CH:4][C:5]2[O:9][C:8]([C:10]([O:12][CH3:13])=[O:11])=[C:7]([C:14](=[O:17])[NH:15][CH3:16])[C:6]=2[CH:18]=1.[B:25]1([B:25]2[O:29][C:28]([CH3:31])([CH3:30])[C:27]([CH3:33])([CH3:32])[O:26]2)[O:29][C:28]([CH3:31])([CH3:30])[C:27]([CH3:33])([CH3:32])[O:26]1.CC(O[K])=O, predict the reaction product. The product is: [CH3:16][NH:15][C:14]([C:7]1[C:6]2[CH:18]=[C:2]([B:25]3[O:29][C:28]([CH3:31])([CH3:30])[C:27]([CH3:33])([CH3:32])[O:26]3)[C:3]([N:19]([CH3:24])[S:20]([CH3:23])(=[O:22])=[O:21])=[CH:4][C:5]=2[O:9][C:8]=1[C:10]([O:12][CH3:13])=[O:11])=[O:17]. (6) Given the reactants [Br:1][C:2]1[CH:3]=[C:4]([N:8]2[C:16]3[CH2:15][CH2:14][NH:13][CH2:12][C:11]=3[C:10]([C:17]([O:19][CH2:20][CH3:21])=[O:18])=[N:9]2)[CH:5]=[CH:6][CH:7]=1.Br[C:23]1[S:24][CH:25]=[CH:26][N:27]=1.C(=O)([O-])[O-].[K+].[K+], predict the reaction product. The product is: [Br:1][C:2]1[CH:3]=[C:4]([N:8]2[C:16]3[CH2:15][CH2:14][N:13]([C:23]4[S:24][CH:25]=[CH:26][N:27]=4)[CH2:12][C:11]=3[C:10]([C:17]([O:19][CH2:20][CH3:21])=[O:18])=[N:9]2)[CH:5]=[CH:6][CH:7]=1.